Predict which catalyst facilitates the given reaction. From a dataset of Catalyst prediction with 721,799 reactions and 888 catalyst types from USPTO. (1) Product: [CH2:1]([O:8][C:9](=[O:10])[NH:11][C:12]1[C:13]([C:28]([NH:31][C:32]2[CH:33]=[N:34][CH:35]=[CH:36][C:37]=2[N:38]2[CH2:43][C@H:42]([CH3:44])[C@@H:41]([O:45][Si:46]([C:49]([CH3:50])([CH3:51])[CH3:52])([CH3:48])[CH3:47])[C@H:40]([NH:53][C:54]([O:55][C:56]([CH3:57])([CH3:59])[CH3:58])=[O:60])[CH2:39]2)=[O:29])=[N:14][C:15]2[C:20]([CH:21]=1)=[CH:19][CH:18]=[C:17]([N:22]1[CH2:27][CH2:26][O:25][CH2:24][CH2:23]1)[CH:16]=2)[C:2]1[CH:7]=[CH:6][CH:5]=[CH:4][CH:3]=1. The catalyst class is: 3. Reactant: [CH2:1]([O:8][C:9]([NH:11][C:12]1[C:13]([C:28](O)=[O:29])=[N:14][C:15]2[C:20]([CH:21]=1)=[CH:19][CH:18]=[C:17]([N:22]1[CH2:27][CH2:26][O:25][CH2:24][CH2:23]1)[CH:16]=2)=[O:10])[C:2]1[CH:7]=[CH:6][CH:5]=[CH:4][CH:3]=1.[NH2:31][C:32]1[CH:33]=[N:34][CH:35]=[CH:36][C:37]=1[N:38]1[CH2:43][C@H:42]([CH3:44])[C@@H:41]([O:45][Si:46]([C:49]([CH3:52])([CH3:51])[CH3:50])([CH3:48])[CH3:47])[C@H:40]([NH:53][C:54](=[O:60])[O:55][C:56]([CH3:59])([CH3:58])[CH3:57])[CH2:39]1.CN(C(ON1N=NC2C=CC=NC1=2)=[N+](C)C)C.F[P-](F)(F)(F)(F)F.CCN(C(C)C)C(C)C. (2) Reactant: Br[C:2]1[N:3](C(OC(C)(C)C)=O)[C:4]([C:7]2[CH:12]=[C:11]([O:13][C:14]3[CH:19]=[CH:18][C:17]([S:20]([CH3:23])(=[O:22])=[O:21])=[CH:16][CH:15]=3)[CH:10]=[C:9]([O:24][C@@H:25]([CH3:29])[CH2:26][O:27][CH3:28])[CH:8]=2)=[CH:5][CH:6]=1.[NH:37]1[CH:41]=[CH:40][C:39](B(O)O)=[N:38]1.C(=O)([O-])[O-].[K+].[K+]. Product: [CH3:28][O:27][CH2:26][C@H:25]([CH3:29])[O:24][C:9]1[CH:8]=[C:7]([C:4]2[NH:3][C:2]([C:41]3[CH:40]=[CH:39][NH:38][N:37]=3)=[CH:6][CH:5]=2)[CH:12]=[C:11]([O:13][C:14]2[CH:15]=[CH:16][C:17]([S:20]([CH3:23])(=[O:21])=[O:22])=[CH:18][CH:19]=2)[CH:10]=1. The catalyst class is: 149. (3) Reactant: [Cl:1][C:2]1[C:9]([Cl:10])=[CH:8][C:5]([CH:6]=[O:7])=[C:4](F)[CH:3]=1.[F:12][C:13]1[CH:18]=[CH:17][C:16]([OH:19])=[C:15]([O:20][CH3:21])[CH:14]=1.C([O-])([O-])=O.[K+].[K+]. Product: [Cl:1][C:2]1[C:9]([Cl:10])=[CH:8][C:5]([CH:6]=[O:7])=[C:4]([O:19][C:16]2[CH:17]=[CH:18][C:13]([F:12])=[CH:14][C:15]=2[O:20][CH3:21])[CH:3]=1. The catalyst class is: 18. (4) The catalyst class is: 1. Reactant: [NH2:1][C:2]1[S:3][CH:4]=[CH:5][N:6]=1.[CH3:7][N:8]1[C:16]2[C:11](=[CH:12][CH:13]=[C:14]([S:17](OC3C(F)=C(F)C(F)=C(F)C=3F)(=[O:19])=[O:18])[CH:15]=2)[C:10]([C:32]2[CH:37]=[CH:36][C:35]([C:38]([F:41])([F:40])[F:39])=[CH:34][C:33]=2[C:42]2[CH2:47][CH2:46][N:45](C(OC(C)(C)C)=O)[CH2:44][CH:43]=2)=[CH:9]1.[Li+].C[Si]([N-][Si](C)(C)C)(C)C.[C:65]([OH:71])([C:67]([F:70])([F:69])[F:68])=[O:66]. Product: [F:68][C:67]([F:70])([F:69])[C:65]([OH:71])=[O:66].[CH3:7][N:8]1[C:16]2[C:11](=[CH:12][CH:13]=[C:14]([S:17]([NH:1][C:2]3[S:3][CH:4]=[CH:5][N:6]=3)(=[O:19])=[O:18])[CH:15]=2)[C:10]([C:32]2[CH:37]=[CH:36][C:35]([C:38]([F:40])([F:39])[F:41])=[CH:34][C:33]=2[C:42]2[CH2:47][CH2:46][NH:45][CH2:44][CH:43]=2)=[CH:9]1.